Dataset: Full USPTO retrosynthesis dataset with 1.9M reactions from patents (1976-2016). Task: Predict the reactants needed to synthesize the given product. (1) Given the product [CH3:21][O:20][C:12]1[CH:13]=[C:14]([N+:17]([O-:19])=[O:18])[CH:15]=[CH:16][C:11]=1[O:6][CH2:5][CH2:4][CH2:3][N:2]([CH3:7])[CH3:1], predict the reactants needed to synthesize it. The reactants are: [CH3:1][N:2]([CH3:7])[CH2:3][CH2:4][CH2:5][OH:6].[H-].[Na+].Cl[C:11]1[CH:16]=[CH:15][C:14]([N+:17]([O-:19])=[O:18])=[CH:13][C:12]=1[O:20][CH3:21]. (2) The reactants are: Cl[C:2]1[C:3]2[N:16]([CH3:17])[N:15]=[C:14]([CH2:18][CH2:19][CH3:20])[C:4]=2[N:5]=[C:6]([CH2:8][CH2:9][C:10]([O:12][CH3:13])=[O:11])[N:7]=1.[Cl:21][C:22]1[CH:23]=[C:24]([CH:27]=[CH:28][C:29]=1[O:30][CH3:31])[CH2:25][NH2:26].C(=O)([O-])[O-].[K+].[K+]. Given the product [Cl:21][C:22]1[CH:23]=[C:24]([CH:27]=[CH:28][C:29]=1[O:30][CH3:31])[CH2:25][NH:26][C:2]1[C:3]2[N:16]([CH3:17])[N:15]=[C:14]([CH2:18][CH2:19][CH3:20])[C:4]=2[N:5]=[C:6]([CH2:8][CH2:9][C:10]([O:12][CH3:13])=[O:11])[N:7]=1, predict the reactants needed to synthesize it.